From a dataset of Reaction yield outcomes from USPTO patents with 853,638 reactions. Predict the reaction yield, written as a fraction of the theoretical maximum amount of product (1.0 means a 100% yield; for example, 0.34 means a 34% yield). (1) The reactants are [C:1]([NH:8][CH2:9][C:10]([OH:12])=O)([O:3][C:4]([CH3:7])([CH3:6])[CH3:5])=[O:2].CN1CCOCC1.ClC1N=C(OC)N=C(OC)N=1.[NH2:31][CH2:32][C:33]1[CH:34]=[C:35]([CH:66]=[CH:67][CH:68]=1)[CH2:36][N:37]1[C:42]([CH3:43])=[CH:41][C:40]([O:44][CH2:45][C:46]2[CH:63]=[CH:62][CH:61]=[CH:60][C:47]=2[CH2:48][N:49]2C(=O)C3C(=CC=CC=3)C2=O)=[C:39]([Cl:64])[C:38]1=[O:65].O.NN. The product is [NH2:49][CH2:48][C:47]1[CH:60]=[CH:61][CH:62]=[CH:63][C:46]=1[CH2:45][O:44][C:40]1[CH:41]=[C:42]([CH3:43])[N:37]([CH2:36][C:35]2[CH:34]=[C:33]([CH:68]=[CH:67][CH:66]=2)[CH2:32][NH:31][C:10](=[O:12])[CH2:9][NH:8][C:1](=[O:2])[O:3][C:4]([CH3:5])([CH3:6])[CH3:7])[C:38](=[O:65])[C:39]=1[Cl:64]. The yield is 0.470. The catalyst is C1COCC1. (2) The reactants are [C:1]([NH:8][CH2:9][CH2:10][NH2:11])([O:3][C:4]([CH3:7])([CH3:6])[CH3:5])=[O:2].[F:12][C:13]([F:20])([F:19])[C:14](OCC)=[O:15]. The catalyst is C1COCC1. The product is [F:12][C:13]([F:20])([F:19])[C:14]([NH:11][CH2:10][CH2:9][NH:8][C:1](=[O:2])[O:3][C:4]([CH3:5])([CH3:6])[CH3:7])=[O:15]. The yield is 0.990. (3) The reactants are [C:9](O[C:9]([O:11][C:12]([CH3:15])([CH3:14])[CH3:13])=[O:10])([O:11][C:12]([CH3:15])([CH3:14])[CH3:13])=[O:10].[CH2:16]1[C@@H:19]([C:20]([OH:22])=[O:21])[NH:18][CH2:17]1. The product is [N:18]1([C:9]([O:11][C:12]([CH3:13])([CH3:14])[CH3:15])=[O:10])[CH2:17][CH2:16][C@H:19]1[C:20]([OH:22])=[O:21]. The catalyst is O.C1COCC1. The yield is 0.950. (4) The reactants are [C:1]([O:9]CC)(=O)[CH2:2][C:3]([O:5][CH2:6][CH3:7])=[O:4].[H-].[Na+].[H][H].[CH2:16]([N:23]1[C:28]2[CH:29]=[CH:30][C:31]([F:33])=[CH:32][C:27]=2[C:26](=O)[O:25]C1=O)[C:17]1[CH:22]=[CH:21][CH:20]=[CH:19][CH:18]=1.Cl. The catalyst is CC(N(C)C)=O. The product is [CH2:6]([O:5][C:3]([C:2]1[C:1](=[O:9])[N:23]([CH2:16][C:17]2[CH:18]=[CH:19][CH:20]=[CH:21][CH:22]=2)[C:28]2[C:27]([C:26]=1[OH:25])=[CH:32][C:31]([F:33])=[CH:30][CH:29]=2)=[O:4])[CH3:7]. The yield is 0.640. (5) The reactants are N1C=CC=CC=1.[OH:7][C:8]1[CH:13]=[CH:12][C:11]([NH:14][C:15](=[O:17])[CH3:16])=[CH:10][CH:9]=1.[C:18](Cl)(=[O:29])[O:19][C:20]1[CH:25]=[CH:24][C:23]([N+:26]([O-:28])=[O:27])=[CH:22][CH:21]=1.O. The catalyst is ClCCl. The product is [C:18](=[O:29])([O:19][C:20]1[CH:21]=[CH:22][C:23]([N+:26]([O-:28])=[O:27])=[CH:24][CH:25]=1)[O:7][C:8]1[CH:9]=[CH:10][C:11]([NH:14][C:15](=[O:17])[CH3:16])=[CH:12][CH:13]=1. The yield is 0.470. (6) The catalyst is CN(C)C=O. The reactants are [Cl:1][C:2]1[C:3]([O:12][C:13]2[CH:18]=[C:17]([OH:19])[CH:16]=[CH:15][C:14]=2/[CH:20]=[CH:21]/[C:22]([O:24][CH2:25][CH3:26])=[O:23])=[N:4][CH:5]=[C:6]([C:8]([F:11])([F:10])[F:9])[CH:7]=1.C(=O)([O-])[O-].[K+].[K+].[I-].[Na+].[CH3:35][C:36]1([O:39][CH2:38]1)[CH3:37].Cl. The yield is 0.780. The product is [Cl:1][C:2]1[C:3]([O:12][C:13]2[CH:18]=[C:17]([O:19][CH2:35][C:36]([OH:39])([CH3:38])[CH3:37])[CH:16]=[CH:15][C:14]=2/[CH:20]=[CH:21]/[C:22]([O:24][CH2:25][CH3:26])=[O:23])=[N:4][CH:5]=[C:6]([C:8]([F:9])([F:11])[F:10])[CH:7]=1.